Predict the reaction yield, written as a fraction of the theoretical maximum amount of product (1.0 means a 100% yield; for example, 0.34 means a 34% yield). From a dataset of Reaction yield outcomes from USPTO patents with 853,638 reactions. The reactants are [CH3:1][O:2][C:3]1[C:4](C(O)=O)=[CH:5][C:6]2[C:11]([CH:12]=1)=[CH:10][CH:9]=[CH:8][CH:7]=2.CC[N:18]([CH2:21]C)CC.C1C=CC(P(N=[N+]=[N-])(C2C=CC=CC=2)=[O:30])=CC=1.[CH2:40]([OH:47])[C:41]1[CH:46]=[CH:45][CH:44]=[CH:43][CH:42]=1. The catalyst is C1(C)C=CC=CC=1. The product is [C:21]([NH:18][C:5]1[C:6]2[C:11](=[CH:10][CH:9]=[CH:8][CH:7]=2)[CH:12]=[C:3]([O:2][CH3:1])[CH:4]=1)([O:47][CH2:40][C:41]1[CH:46]=[CH:45][CH:44]=[CH:43][CH:42]=1)=[O:30]. The yield is 1.00.